Dataset: Catalyst prediction with 721,799 reactions and 888 catalyst types from USPTO. Task: Predict which catalyst facilitates the given reaction. (1) Reactant: [CH3:1][O:2][C:3]1[CH:8]=[CH:7][C:6]([CH:9]([CH3:14])[C:10]([O:12][CH3:13])=[O:11])=[CH:5][CH:4]=1.CN(C)P(=O)(N(C)C)N(C)C.[CH:26]([N-]C(C)C)(C)C.[Li+].BrC[CH2:36][CH:37]([CH3:39])[CH3:38]. Product: [CH3:1][O:2][C:3]1[CH:4]=[CH:5][C:6]([C:9]([CH3:26])([CH2:14][CH2:36][CH:37]([CH3:39])[CH3:38])[C:10]([O:12][CH3:13])=[O:11])=[CH:7][CH:8]=1. The catalyst class is: 7. (2) Reactant: [Cl:1][C:2]1[N:3]=[N:4][C:5]([CH3:11])=[C:6]([CH2:8][CH2:9][CH3:10])[CH:7]=1.OS(O)(=O)=O.[CH3:17][OH:18]. Product: [Cl:1][C:2]1[N:3]=[N:4][C:5]([CH3:11])=[C:6]([CH2:8][CH2:9][CH3:10])[C:7]=1[CH2:17][OH:18]. The catalyst class is: 716. (3) Reactant: [NH2:1][C:2]1[CH:3]=[C:4]2[C:8](=[CH:9][CH:10]=1)[NH:7][CH:6]=[C:5]2[CH:11]1[CH2:16][CH2:15][N:14]([C:17]([O:19][C:20]([CH3:23])([CH3:22])[CH3:21])=[O:18])[CH2:13][CH2:12]1.CCN(CC)CC.[C:31]([C:33]1[CH:38]=[CH:37][N:36]=[C:35]([C:39](Cl)=[O:40])[CH:34]=1)#[N:32]. Product: [C:31]([C:33]1[CH:38]=[CH:37][N:36]=[C:35]([C:39]([NH:1][C:2]2[CH:3]=[C:4]3[C:8](=[CH:9][CH:10]=2)[NH:7][CH:6]=[C:5]3[CH:11]2[CH2:16][CH2:15][N:14]([C:17]([O:19][C:20]([CH3:23])([CH3:22])[CH3:21])=[O:18])[CH2:13][CH2:12]2)=[O:40])[CH:34]=1)#[N:32]. The catalyst class is: 4. (4) Reactant: [C:1]([O:5][C:6]([N:8]1[C:12]2[CH:13]=[CH:14][CH:15]=[CH:16][C:11]=2[N:10]=[C:9]1[CH2:17][NH:18][CH:19]1[C:28]2[N:27]=[CH:26][CH:25]=[CH:24][C:23]=2[CH2:22][CH2:21][CH2:20]1)=[O:7])([CH3:4])([CH3:3])[CH3:2].[O:29]=[C:30]1[C:38]2[C:33](=[CH:34][CH:35]=[CH:36][CH:37]=2)[C:32](=[O:39])[N:31]1[CH2:40][CH2:41][C:42]1([CH:45]=O)[CH2:44][CH2:43]1.[BH-](OC(C)=O)(OC(C)=O)OC(C)=O.[Na+]. Product: [C:1]([O:5][C:6]([N:8]1[C:12]2[CH:13]=[CH:14][CH:15]=[CH:16][C:11]=2[N:10]=[C:9]1[CH2:17][N:18]([CH2:45][C:42]1([CH2:41][CH2:40][N:31]2[C:30](=[O:29])[C:38]3[C:33](=[CH:34][CH:35]=[CH:36][CH:37]=3)[C:32]2=[O:39])[CH2:44][CH2:43]1)[CH:19]1[C:28]2[N:27]=[CH:26][CH:25]=[CH:24][C:23]=2[CH2:22][CH2:21][CH2:20]1)=[O:7])([CH3:4])([CH3:2])[CH3:3]. The catalyst class is: 2. (5) Reactant: [CH3:1][O:2][C:3]1[CH:8]=[CH:7][C:6]([OH:9])=[CH:5][CH:4]=1.[H-].[Na+].Br[C:13]1[S:17][C:16]([C:18]#[N:19])=[CH:15][CH:14]=1. Product: [CH3:1][O:2][C:3]1[CH:8]=[CH:7][C:6]([O:9][C:13]2[S:17][C:16]([C:18]#[N:19])=[CH:15][CH:14]=2)=[CH:5][CH:4]=1. The catalyst class is: 3. (6) Reactant: C(N(CC)CC)C.[CH3:8][C:9]1([CH3:23])[C:13]([CH3:15])([CH3:14])[O:12][B:11]([C:16]2[CH:21]=[CH:20][C:19]([NH2:22])=[CH:18][CH:17]=2)[O:10]1.ClC(Cl)(O[C:28](=[O:34])OC(Cl)(Cl)Cl)Cl.[NH2:36][CH2:37][C:38]1[CH:39]=[N:40][CH:41]=[CH:42][CH:43]=1. Product: [N:40]1[CH:41]=[CH:42][CH:43]=[C:38]([CH2:37][NH:36][C:28]([NH:22][C:19]2[CH:20]=[CH:21][C:16]([B:11]3[O:10][C:9]([CH3:23])([CH3:8])[C:13]([CH3:14])([CH3:15])[O:12]3)=[CH:17][CH:18]=2)=[O:34])[CH:39]=1. The catalyst class is: 1.